From a dataset of Forward reaction prediction with 1.9M reactions from USPTO patents (1976-2016). Predict the product of the given reaction. (1) Given the reactants [NH2:1][C:2]1[C:11]([N+:12]([O-])=O)=[CH:10][CH:9]=[C:8]([O:15][CH3:16])[C:3]=1[C:4]([O:6][CH3:7])=[O:5], predict the reaction product. The product is: [NH2:1][C:2]1[C:11]([NH2:12])=[CH:10][CH:9]=[C:8]([O:15][CH3:16])[C:3]=1[C:4]([O:6][CH3:7])=[O:5]. (2) Given the reactants [Mn]([O-])(=O)(=O)=O.[K+].[Br:7][C:8]1[N:12]([C:13]2[N:18]=[CH:17][CH:16]=[CH:15][N:14]=2)[C:11]([CH:19]=[O:20])=[CH:10][CH:9]=1.CC(C)=[O:23].[OH-].[Na+], predict the reaction product. The product is: [Br:7][C:8]1[N:12]([C:13]2[N:18]=[CH:17][CH:16]=[CH:15][N:14]=2)[C:11]([C:19]([OH:23])=[O:20])=[CH:10][CH:9]=1. (3) Given the reactants [F:1][C:2]1[C:9]([F:10])=[CH:8][CH:7]=[C:6]([O:11][CH3:12])[C:3]=1[CH:4]=O.ClC1C=[C:16](C=CC=1)[CH:17]=[O:18].[CH3:22][Si:23]([CH3:30])([CH3:29])N[Si:23]([CH3:30])([CH3:29])[CH3:22].C([Li])CCC.C[Si](Cl)(C)C.C([N:43](CC)CC)C.C(Cl)(=O)C, predict the reaction product. The product is: [F:1][C:2]1[C:9]([F:10])=[CH:8][CH:7]=[C:6]([O:11][CH3:12])[C:3]=1[CH:4]=[N:43][C:17]([O:16][Si:23]([CH3:30])([CH3:29])[CH3:22])=[CH2:18]. (4) Given the reactants [NH2:1][CH2:2][C:3]1[CH:4]=[C:5]([OH:15])[C:6]([C:9]2[CH:14]=[CH:13][CH:12]=[CH:11][CH:10]=2)=[CH:7][CH:8]=1.[I:16][C:17]1[CH:18]=[C:19]2[C:24](=[CH:25][CH:26]=1)[C:23](=[O:27])[NH:22][C:21](=[O:28])[C:20]2=[CH:29]OC, predict the reaction product. The product is: [OH:15][C:5]1[CH:4]=[C:3]([CH2:2][NH:1][CH:29]=[C:20]2[C:19]3[C:24](=[CH:25][CH:26]=[C:17]([I:16])[CH:18]=3)[C:23](=[O:27])[NH:22][C:21]2=[O:28])[CH:8]=[CH:7][C:6]=1[C:9]1[CH:14]=[CH:13][CH:12]=[CH:11][CH:10]=1. (5) Given the reactants [Cl:1][C:2]1[CH:3]=[C:4]([C:8]2[O:12][N:11]=[CH:10][C:9]=2[CH2:13][CH2:14][C:15]([OH:17])=[O:16])[S:5][C:6]=1[Cl:7].S(=O)(=O)(O)O.[CH3:23]O, predict the reaction product. The product is: [Cl:1][C:2]1[CH:3]=[C:4]([C:8]2[O:12][N:11]=[CH:10][C:9]=2[CH2:13][CH2:14][C:15]([O:17][CH3:23])=[O:16])[S:5][C:6]=1[Cl:7]. (6) Given the reactants [OH:1][C:2]1[CH:10]=[CH:9][C:8]2[NH:7][C:6]3[CH:11]([CH2:14][C:15]([O:17][CH2:18][CH3:19])=[O:16])[CH2:12][CH2:13][C:5]=3[C:4]=2[CH:3]=1.C([O-])([O-])=O.[K+].[K+].Br[CH2:27][C:28]1[CH:33]=[CH:32][C:31]([C:34]([F:37])([F:36])[F:35])=[CH:30][C:29]=1[C:38]([F:41])([F:40])[F:39], predict the reaction product. The product is: [F:39][C:38]([F:40])([F:41])[C:29]1[CH:30]=[C:31]([C:34]([F:37])([F:35])[F:36])[CH:32]=[CH:33][C:28]=1[CH2:27][O:1][C:2]1[CH:10]=[CH:9][C:8]2[NH:7][C:6]3[CH:11]([CH2:14][C:15]([O:17][CH2:18][CH3:19])=[O:16])[CH2:12][CH2:13][C:5]=3[C:4]=2[CH:3]=1. (7) Given the reactants Br[C:2]1[CH:3]=[C:4]2[C:9](=[N:10][C:11]=1[CH:12]([O:15][CH3:16])[O:13][CH3:14])[NH:8][CH2:7][CH2:6][CH2:5]2.[CH:17]1(B(O)O)[CH2:19][CH2:18]1.C1(P(C2CCCCC2)C2CCCCC2)CCCCC1.[O-]P([O-])([O-])=O.[K+].[K+].[K+], predict the reaction product. The product is: [CH:17]1([C:2]2[CH:3]=[C:4]3[C:9](=[N:10][C:11]=2[CH:12]([O:15][CH3:16])[O:13][CH3:14])[NH:8][CH2:7][CH2:6][CH2:5]3)[CH2:19][CH2:18]1. (8) Given the reactants [CH3:1][C:2]([C:4]1[CH:9]=[CH:8][C:7]([Br:10])=[CH:6][CH:5]=1)=O.[C:11](=[O:14])([O-])[O-].[NH4+:15].[NH4+:16].[C-]#N.[K+].[CH2:20]([OH:22])C, predict the reaction product. The product is: [Br:10][C:7]1[CH:8]=[CH:9][C:4]([C:2]2([CH3:1])[NH:16][C:20](=[O:22])[NH:15][C:11]2=[O:14])=[CH:5][CH:6]=1.